Dataset: Peptide-MHC class II binding affinity with 134,281 pairs from IEDB. Task: Regression. Given a peptide amino acid sequence and an MHC pseudo amino acid sequence, predict their binding affinity value. This is MHC class II binding data. (1) The peptide sequence is HDKFLANVSTVLTGK. The MHC is DRB1_1101 with pseudo-sequence DRB1_1101. The binding affinity (normalized) is 0.533. (2) The peptide sequence is DSMKILKDARSTHND. The MHC is DRB1_0101 with pseudo-sequence DRB1_0101. The binding affinity (normalized) is 0.235. (3) The peptide sequence is NGPMAVSMTGVMRGN. The MHC is HLA-DQA10501-DQB10402 with pseudo-sequence HLA-DQA10501-DQB10402. The binding affinity (normalized) is 0.534. (4) The peptide sequence is EKSYFAATQFEPLAA. The MHC is HLA-DPA10103-DPB10401 with pseudo-sequence HLA-DPA10103-DPB10401. The binding affinity (normalized) is 0.991. (5) The peptide sequence is EENEGDNACKRTYSD. The MHC is HLA-DQA10201-DQB10402 with pseudo-sequence HLA-DQA10201-DQB10402. The binding affinity (normalized) is 0. (6) The peptide sequence is SVRFSWLSLLVPFVQWF. The MHC is DRB3_0101 with pseudo-sequence DRB3_0101. The binding affinity (normalized) is 0.505.